This data is from Reaction yield outcomes from USPTO patents with 853,638 reactions. The task is: Predict the reaction yield, written as a fraction of the theoretical maximum amount of product (1.0 means a 100% yield; for example, 0.34 means a 34% yield). (1) The yield is 0.930. The reactants are [CH3:1][C:2]([O:5][C:6]([NH:8][CH:9]([CH2:13][C:14]([F:17])([F:16])[F:15])[C:10]([OH:12])=O)=[O:7])([CH3:4])[CH3:3].C(N1C=CN=C1)(N1C=CN=C1)=O.Cl.[CH3:31][NH:32][O:33][CH3:34].CCN(C(C)C)C(C)C. The catalyst is C1COCC1.CN(C=O)C. The product is [F:15][C:14]([F:17])([F:16])[CH2:13][CH:9]([NH:8][C:6](=[O:7])[O:5][C:2]([CH3:1])([CH3:3])[CH3:4])[C:10]([N:32]([CH3:31])[O:33][CH3:34])=[O:12]. (2) The reactants are C(P1(=O)OP(CCC)(=O)OP(CCC)(=O)O1)CC.[C:19]([O:23][C:24]([N:26]1[CH2:35][CH2:34][C:33]2[C:28](=[CH:29][CH:30]=[C:31]([O:36][CH2:37][CH3:38])[CH:32]=2)[CH:27]1[C:39]([OH:41])=O)=[O:25])([CH3:22])([CH3:21])[CH3:20].[CH2:42]([O:44][CH2:45][C:46]([C:49]1[C:55]([F:56])=[CH:54][C:52]([NH2:53])=[CH:51][C:50]=1[F:57])([CH3:48])[CH3:47])[CH3:43].CCN(C(C)C)C(C)C. The catalyst is CN(C1C=CN=CC=1)C.C(OCC)(=O)C.O. The product is [CH2:37]([O:36][C:31]1[CH:32]=[C:33]2[C:28](=[CH:29][CH:30]=1)[CH:27]([C:39](=[O:41])[NH:53][C:52]1[CH:51]=[C:50]([F:57])[C:49]([C:46]([CH3:48])([CH3:47])[CH2:45][O:44][CH2:42][CH3:43])=[C:55]([F:56])[CH:54]=1)[N:26]([C:24]([O:23][C:19]([CH3:22])([CH3:21])[CH3:20])=[O:25])[CH2:35][CH2:34]2)[CH3:38]. The yield is 0.502. (3) The reactants are C(OC([NH:8][C@H:9]([C:11]([NH:13][CH:14]1[N:20]=[C:19]([C:21]2[CH:26]=[CH:25][CH:24]=[CH:23][N:22]=2)[C:18]2[CH:27]=[CH:28][CH:29]=[CH:30][C:17]=2[N:16]([CH2:31][C:32](=[O:37])[C:33]([CH3:36])([CH3:35])[CH3:34])[C:15]1=[O:38])=[O:12])[CH3:10])=O)(C)(C)C.C(O)(C(F)(F)F)=O. No catalyst specified. The product is [NH2:8][C@H:9]([C:11]([NH:13][CH:14]1[N:20]=[C:19]([C:21]2[CH:26]=[CH:25][CH:24]=[CH:23][N:22]=2)[C:18]2[CH:27]=[CH:28][CH:29]=[CH:30][C:17]=2[N:16]([CH2:31][C:32](=[O:37])[C:33]([CH3:35])([CH3:34])[CH3:36])[C:15]1=[O:38])=[O:12])[CH3:10]. The yield is 0.930. (4) The reactants are [CH3:1][N:2]1[CH:10]=[C:9]2[C:4]([C:5]([C:12]#[N:13])=[CH:6][CH:7]=[C:8]2[CH3:11])=[N:3]1. The catalyst is CO.N.[Ni]. The product is [CH3:1][N:2]1[CH:10]=[C:9]2[C:4]([C:5]([CH2:12][NH2:13])=[CH:6][CH:7]=[C:8]2[CH3:11])=[N:3]1. The yield is 1.00. (5) The yield is 0.645. The catalyst is CC#N.O.CCOC(C)=O. The reactants are [F:1][C:2]1([F:8])[CH2:7][C:4]2([O:6][CH2:5]2)[CH2:3]1.C(Cl)Cl.[CH3:12][O:13][C:14]1[CH:19]=[C:18]([N+:20]([O-:22])=[O:21])[CH:17]=[CH:16][C:15]=1[O-:23].[K+]. The product is [F:1][C:2]1([F:8])[CH2:7][C:4]([CH2:5][O:23][C:15]2[CH:16]=[CH:17][C:18]([N+:20]([O-:22])=[O:21])=[CH:19][C:14]=2[O:13][CH3:12])([OH:6])[CH2:3]1. (6) The reactants are CN(C)[CH:3]=[C:4]([C:14]1[CH:19]=[CH:18][N:17]=[C:16]([S:20][CH3:21])[N:15]=1)[C:5]([C:7]1[CH:12]=[CH:11][C:10]([F:13])=[CH:9][CH:8]=1)=O.[C:23]([CH2:25][C:26]([NH2:28])=[O:27])#[N:24].C[O-].[Na+]. The catalyst is CN(C=O)C. The product is [F:13][C:10]1[CH:9]=[CH:8][C:7]([C:5]2[N:28]=[C:26]([OH:27])[C:25]([C:23]#[N:24])=[CH:3][C:4]=2[C:14]2[CH:19]=[CH:18][N:17]=[C:16]([S:20][CH3:21])[N:15]=2)=[CH:12][CH:11]=1. The yield is 0.590.